This data is from Full USPTO retrosynthesis dataset with 1.9M reactions from patents (1976-2016). The task is: Predict the reactants needed to synthesize the given product. Given the product [Cl:1][C:2]1[N:10]=[C:9]2[C:5]([N:6]=[C:7]([CH2:12][CH2:13][N:25]3[CH2:26][CH2:27][C:22]([CH3:21])([OH:28])[CH2:23][CH2:24]3)[N:8]2[CH3:11])=[C:4]([N:15]2[CH2:20][CH2:19][O:18][CH2:17][CH2:16]2)[N:3]=1, predict the reactants needed to synthesize it. The reactants are: [Cl:1][C:2]1[N:10]=[C:9]2[C:5]([N:6]=[C:7]([CH2:12][CH:13]=O)[N:8]2[CH3:11])=[C:4]([N:15]2[CH2:20][CH2:19][O:18][CH2:17][CH2:16]2)[N:3]=1.[CH3:21][C:22]1([OH:28])[CH2:27][CH2:26][NH:25][CH2:24][CH2:23]1.C(OC)(OC)OC.C(O)(=O)C.C(O[BH-](OC(=O)C)OC(=O)C)(=O)C.[Na+].